From a dataset of Catalyst prediction with 721,799 reactions and 888 catalyst types from USPTO. Predict which catalyst facilitates the given reaction. (1) Reactant: [CH3:1][O:2][C:3]1[CH:8]=[CH:7][C:6]([N+:9]([O-])=O)=[CH:5][C:4]=1[C:12]([F:15])([F:14])[F:13]. The catalyst class is: 45. Product: [CH3:1][O:2][C:3]1[CH:8]=[CH:7][C:6]([NH2:9])=[CH:5][C:4]=1[C:12]([F:13])([F:14])[F:15]. (2) Reactant: [CH3:1][C:2]1[O:6][N:5]=[C:4]([C:7]2[CH:12]=[CH:11][CH:10]=[CH:9][CH:8]=2)[C:3]=1[CH2:13][O:14][C:15]1[CH:23]=[CH:22][C:18]([C:19]([OH:21])=O)=[CH:17][N:16]=1.Cl.[NH:25]1[CH2:28][CH:27]([OH:29])[CH2:26]1.O.ON1C2C=CC=CC=2N=N1.C(N(C(C)C)C(C)C)C. Product: [OH:29][CH:27]1[CH2:28][N:25]([C:19]([C:18]2[CH:17]=[N:16][C:15]([O:14][CH2:13][C:3]3[C:4]([C:7]4[CH:8]=[CH:9][CH:10]=[CH:11][CH:12]=4)=[N:5][O:6][C:2]=3[CH3:1])=[CH:23][CH:22]=2)=[O:21])[CH2:26]1. The catalyst class is: 1. (3) Reactant: [N:1]1([CH2:7][CH2:8][NH2:9])[CH2:6][CH2:5][O:4][CH2:3][CH2:2]1.Cl[C:11]1[N:12]=[N+:13]([O-:23])[C:14]2[CH:20]=[C:19]([CH3:21])[C:18]([CH3:22])=[CH:17][C:15]=2[N:16]=1. Product: [CH3:22][C:18]1[C:19]([CH3:21])=[CH:20][C:14]2[N+:13]([O-:23])=[N:12][C:11]([NH:9][CH2:8][CH2:7][N:1]3[CH2:6][CH2:5][O:4][CH2:3][CH2:2]3)=[N:16][C:15]=2[CH:17]=1. The catalyst class is: 57. (4) Reactant: C[Si]([N-][Si](C)(C)C)(C)C.[Na+].[O:11]=[C:12]1[CH2:26][CH:15]2[CH2:16][N:17]([C:19]([O:21][C:22]([CH3:25])([CH3:24])[CH3:23])=[O:20])[CH2:18][CH:14]2[CH2:13]1.[F:27][C:28]([F:47])([F:46])[S:29](N(C1C=CC=CC=1)[S:29]([C:28]([F:47])([F:46])[F:27])(=[O:31])=[O:30])(=[O:31])=[O:30]. Product: [F:27][C:28]([F:47])([F:46])[S:29]([O:11][C:12]1[CH2:13][CH:14]2[CH2:18][N:17]([C:19]([O:21][C:22]([CH3:23])([CH3:25])[CH3:24])=[O:20])[CH2:16][CH:15]2[CH:26]=1)(=[O:31])=[O:30]. The catalyst class is: 7. (5) Reactant: Br[C:2]1[C:3]([N:21]2[CH2:26][CH2:25][C:24]([CH3:28])([CH3:27])[CH2:23][CH2:22]2)=[C:4]([C@H:10]([O:16][C:17]([CH3:20])([CH3:19])[CH3:18])[C:11]([O:13][CH2:14][CH3:15])=[O:12])[C:5]([CH3:9])=[N:6][C:7]=1[CH3:8].[F:29][C:30]1[CH:31]=[C:32](B(O)O)[CH:33]=[CH:34][C:35]=1[CH3:36].C([O-])([O-])=O.[Na+].[Na+]. Product: [C:17]([O:16][C@@H:10]([C:4]1[C:5]([CH3:9])=[N:6][C:7]([CH3:8])=[C:2]([C:32]2[CH:33]=[CH:34][C:35]([CH3:36])=[C:30]([F:29])[CH:31]=2)[C:3]=1[N:21]1[CH2:26][CH2:25][C:24]([CH3:28])([CH3:27])[CH2:23][CH2:22]1)[C:11]([O:13][CH2:14][CH3:15])=[O:12])([CH3:20])([CH3:19])[CH3:18]. The catalyst class is: 128.